This data is from Forward reaction prediction with 1.9M reactions from USPTO patents (1976-2016). The task is: Predict the product of the given reaction. (1) Given the reactants [CH:1]1([C:5]2[CH:6]=[N:7][CH:8]=[CH:9][C:10]=2[O:11][CH2:12][C:13]([F:16])([F:15])[F:14])[CH2:4][CH2:3][CH2:2]1.ClC1C=C(C=CC=1)C(OO)=[O:22], predict the reaction product. The product is: [CH:1]1([C:5]2[CH:6]=[N+:7]([O-:22])[CH:8]=[CH:9][C:10]=2[O:11][CH2:12][C:13]([F:16])([F:14])[F:15])[CH2:2][CH2:3][CH2:4]1. (2) Given the reactants [CH:1]12[CH2:7][CH:4]([CH2:5][CH2:6]1)[CH2:3][CH:2]2[NH:8][C:9]([NH2:11])=[S:10].Br[C:13]1([C:19](OC)=[O:20])[CH2:18][CH2:17][CH2:16][CH2:15][CH2:14]1, predict the reaction product. The product is: [CH:1]12[CH2:7][CH:4]([CH2:5][CH2:6]1)[CH2:3][CH:2]2[NH:8][C:9]1[S:10][C:13]2([CH2:18][CH2:17][CH2:16][CH2:15][CH2:14]2)[C:19](=[O:20])[N:11]=1.